From a dataset of Forward reaction prediction with 1.9M reactions from USPTO patents (1976-2016). Predict the product of the given reaction. (1) Given the reactants [NH2:1][C:2]1[CH:7]=[CH:6][CH:5]=[CH:4][CH:3]=1.[N:8]([O-])=O.[Na+].[CH3:12][C:13]1[CH:18]=[CH:17][C:16]([SH:19])=[CH:15][CH:14]=1, predict the reaction product. The product is: [C:2]1([N:1]=[N:8][C:15]2[CH:14]=[C:13]([CH3:12])[CH:18]=[CH:17][C:16]=2[SH:19])[CH:7]=[CH:6][CH:5]=[CH:4][CH:3]=1. (2) Given the reactants [C:1]([O-:6])(=[O:5])[C:2]([CH3:4])=[CH2:3].[C:7]([O:12][CH2:13][CH2:14][OH:15])(=[O:11])[C:8]([CH3:10])=[CH2:9].CC(N=NC(C#N)(C)C)(C#N)C.C1(=O)CCCCC1, predict the reaction product. The product is: [C:1]([O-:6])(=[O:5])[C:2]([CH3:4])=[CH2:3].[C:7]([O:12][CH2:13][CH2:14][OH:15])(=[O:11])[C:8]([CH3:10])=[CH2:9].[C:1]([OH:6])(=[O:5])[C:2]([CH3:4])=[CH2:3].